From a dataset of Ames mutagenicity test results for genotoxicity prediction. Regression/Classification. Given a drug SMILES string, predict its toxicity properties. Task type varies by dataset: regression for continuous values (e.g., LD50, hERG inhibition percentage) or binary classification for toxic/non-toxic outcomes (e.g., AMES mutagenicity, cardiotoxicity, hepatotoxicity). Dataset: ames. (1) The drug is C=CC(=O)OCCCCCCOC(=O)C=C. The result is 0 (non-mutagenic). (2) The compound is C=C(C)C(=O)OCCCCOC(=O)C(=C)C. The result is 0 (non-mutagenic). (3) The molecule is CCNS(=O)(=O)c1ccc(C)cc1. The result is 0 (non-mutagenic). (4) The compound is Cc1c(C(=O)NCCO)[n+]([O-])c2ccccc2[n+]1[O-]. The result is 1 (mutagenic).